Predict the reactants needed to synthesize the given product. From a dataset of Full USPTO retrosynthesis dataset with 1.9M reactions from patents (1976-2016). (1) Given the product [Cl:1][C:2]1[N:7]=[C:6]([O:37][C:13]2[CH:12]=[CH:11][C:10]([F:9])=[CH:36][C:14]=2[CH2:15][NH:16][C:17]([NH:19][C:20]2[N:24]([C:25]3[CH:26]=[CH:27][C:28]([CH3:31])=[CH:29][CH:30]=3)[N:23]=[C:22]([C:32]([CH3:34])([CH3:35])[CH3:33])[CH:21]=2)=[O:18])[CH:5]=[CH:4][N:3]=1, predict the reactants needed to synthesize it. The reactants are: [Cl:1][C:2]1[N:7]=[C:6](Cl)[CH:5]=[CH:4][N:3]=1.[F:9][C:10]1[CH:11]=[CH:12][C:13]([OH:37])=[C:14]([CH:36]=1)[CH2:15][NH:16][C:17]([NH:19][C:20]1[N:24]([C:25]2[CH:30]=[CH:29][C:28]([CH3:31])=[CH:27][CH:26]=2)[N:23]=[C:22]([C:32]([CH3:35])([CH3:34])[CH3:33])[CH:21]=1)=[O:18].[OH-].[Na+].[Cl-].[NH4+]. (2) Given the product [N:26]1([C:2]2[N:3]=[C:4]([N:20]3[CH2:25][CH2:24][O:23][CH2:22][CH2:21]3)[C:5]3[N:11]=[C:10]([C:12]([O:14][CH3:15])=[O:13])[CH:9]=[C:8]([S:16]([CH3:19])(=[O:18])=[O:17])[C:6]=3[N:7]=2)[CH:30]=[CH:29][N:28]=[CH:27]1, predict the reactants needed to synthesize it. The reactants are: Cl[C:2]1[N:3]=[C:4]([N:20]2[CH2:25][CH2:24][O:23][CH2:22][CH2:21]2)[C:5]2[N:11]=[C:10]([C:12]([O:14][CH3:15])=[O:13])[CH:9]=[C:8]([S:16]([CH3:19])(=[O:18])=[O:17])[C:6]=2[N:7]=1.[NH:26]1[CH:30]=[CH:29][N:28]=[CH:27]1.C([O-])([O-])=O.[K+].[K+]. (3) Given the product [Br:1][C:2]1[C:3]([F:10])=[C:4]([F:9])[C:5]([F:8])=[C:6]([CH:7]=1)[C:21]([OH:23])=[O:22], predict the reactants needed to synthesize it. The reactants are: [Br:1][C:2]1[CH:7]=[CH:6][C:5]([F:8])=[C:4]([F:9])[C:3]=1[F:10].[Li+].C[Si]([N-][Si](C)(C)C)(C)C.[C:21](=[O:23])=[O:22]. (4) The reactants are: [H-].[Na+].[F:3][C:4]1[CH:5]=[C:6]([OH:10])[CH:7]=[CH:8][CH:9]=1.Cl[C:12]1[CH:21]=[CH:20][C:19]2[C:14](=[C:15]([C:22]3[NH:30][C:29]4[CH2:28][CH2:27][NH:26][C:25](=[O:31])[C:24]=4[CH:23]=3)[CH:16]=[CH:17][CH:18]=2)[N:13]=1. Given the product [F:3][C:4]1[CH:5]=[C:6]([CH:7]=[CH:8][CH:9]=1)[O:10][C:12]1[CH:21]=[CH:20][C:19]2[C:14](=[C:15]([C:22]3[NH:30][C:29]4[CH2:28][CH2:27][NH:26][C:25](=[O:31])[C:24]=4[CH:23]=3)[CH:16]=[CH:17][CH:18]=2)[N:13]=1, predict the reactants needed to synthesize it. (5) Given the product [F:1][C:2]1[CH:3]=[C:4]([CH:19]=[C:20]([F:22])[CH:21]=1)[C:5]([C:7]12[CH2:8][CH2:9][C:10]([C:15]([OH:17])=[O:16])([CH2:13][CH2:14]1)[CH2:11][CH2:12]2)=[O:6], predict the reactants needed to synthesize it. The reactants are: [F:1][C:2]1[CH:3]=[C:4]([CH:19]=[C:20]([F:22])[CH:21]=1)[C:5]([C:7]12[CH2:14][CH2:13][C:10]([C:15]([O:17]C)=[O:16])([CH2:11][CH2:12]1)[CH2:9][CH2:8]2)=[O:6].[OH-].[Na+].O. (6) Given the product [F:1][C:2]1[CH:3]=[CH:4][C:5]([N:8]2[CH2:13][CH2:12][N:11]([C:14]([C@@H:16]3[CH2:21][CH2:20][CH2:19][CH2:18][C@H:17]3[C:22]([OH:24])=[O:23])=[O:15])[CH2:10][CH2:9]2)=[CH:6][CH:7]=1, predict the reactants needed to synthesize it. The reactants are: [F:1][C:2]1[CH:7]=[CH:6][C:5]([N:8]2[CH2:13][CH2:12][N:11]([C:14]([C@@H:16]3[CH2:21][CH2:20][CH2:19][CH2:18][C@H:17]3[C:22]([O:24]C)=[O:23])=[O:15])[CH2:10][CH2:9]2)=[CH:4][CH:3]=1.[OH-].[Na+]. (7) Given the product [C:14]1([NH:20][C:21]([N:4]2[CH2:5][CH2:6][N:1]([C:7]([O:9][C:10]([CH3:13])([CH3:12])[CH3:11])=[O:8])[CH2:2][CH2:3]2)=[O:22])[CH:19]=[CH:18][CH:17]=[CH:16][CH:15]=1, predict the reactants needed to synthesize it. The reactants are: [N:1]1([C:7]([O:9][C:10]([CH3:13])([CH3:12])[CH3:11])=[O:8])[CH2:6][CH2:5][NH:4][CH2:3][CH2:2]1.[C:14]1([N:20]=[C:21]=[O:22])[CH:19]=[CH:18][CH:17]=[CH:16][CH:15]=1. (8) Given the product [Cl:2][C:3]1[CH:17]=[CH:16][C:6]2[NH:7][C:8]3[S:9][CH:10]=[CH:11][C:12]=3[C:13]([N:15]3[CH2:25][CH2:24][NH:23][C@@H:22]([CH2:21][CH2:20][O:19][CH3:18])[CH2:27]3)=[N:14][C:5]=2[CH:4]=1, predict the reactants needed to synthesize it. The reactants are: Cl.[Cl:2][C:3]1[CH:17]=[CH:16][C:6]2[NH:7][C:8]3[S:9][CH:10]=[CH:11][C:12]=3[C:13]([NH2:15])=[N:14][C:5]=2[CH:4]=1.[CH3:18][O:19][CH2:20][CH2:21][C@H:22]1[CH2:27]N[CH2:25][CH2:24][NH:23]1.CS(C)=O.C1(C)C=CC=CC=1. (9) Given the product [CH3:25][S:26]([O:1][CH2:2][CH2:3][N:4]([C:5]([O:6][C:7]([CH3:10])([CH3:9])[CH3:8])=[O:11])[CH2:12][C:13]1[NH:17][N:16]=[CH:15][CH:14]=1)(=[O:28])=[O:27], predict the reactants needed to synthesize it. The reactants are: [OH:1][CH2:2][CH2:3][N:4]([CH2:12][C:13]1[NH:17][N:16]=[CH:15][CH:14]=1)[C:5](=[O:11])[O:6][C:7]([CH3:10])([CH3:9])[CH3:8].CCN(CC)CC.[CH3:25][S:26](Cl)(=[O:28])=[O:27].